This data is from Reaction yield outcomes from USPTO patents with 853,638 reactions. The task is: Predict the reaction yield, written as a fraction of the theoretical maximum amount of product (1.0 means a 100% yield; for example, 0.34 means a 34% yield). (1) The reactants are Br[C:2]1[CH:3]=[C:4]([O:10][CH2:11][C:12]2[CH:17]=[CH:16][CH:15]=[CH:14][CH:13]=2)[C:5]([F:9])=[C:6]([F:8])[CH:7]=1.C(OCC)(=O)[CH2:19][C:20]([O:22][CH2:23][CH3:24])=[O:21].C([O-])([O-])=O.[Cs+].[Cs+].O1CCOCC1. The yield is 0.210. The product is [F:8][C:6]1[CH:7]=[C:2]([CH2:19][C:20]([O:22][CH2:23][CH3:24])=[O:21])[CH:3]=[C:4]([O:10][CH2:11][C:12]2[CH:17]=[CH:16][CH:15]=[CH:14][CH:13]=2)[C:5]=1[F:9]. The catalyst is CC(P(C(C)(C)C)C(C)(C)C)(C)C.CC(P(C(C)(C)C)C(C)(C)C)(C)C.[Pd].CCOC(C)=O.O. (2) The reactants are [NH2:1][C:2](=[O:36])[CH2:3][O:4][C:5]1[C:9]([O:10]CC2C=CC=CC=2)=[C:8]([C:18]([O:20][CH2:21][CH3:22])=[O:19])[N:7]([C:23]2[CH:28]=[CH:27][C:26]([O:29][CH3:30])=[CH:25][CH:24]=2)[C:6]=1[C:31]([O:33][CH2:34][CH3:35])=[O:32]. The catalyst is CO.[Pd]. The product is [NH2:1][C:2](=[O:36])[CH2:3][O:4][C:5]1[C:9]([OH:10])=[C:8]([C:18]([O:20][CH2:21][CH3:22])=[O:19])[N:7]([C:23]2[CH:28]=[CH:27][C:26]([O:29][CH3:30])=[CH:25][CH:24]=2)[C:6]=1[C:31]([O:33][CH2:34][CH3:35])=[O:32]. The yield is 0.460. (3) The reactants are [NH3:1].[F:2][C:3]([F:9])([F:8])[CH2:4][CH:5]1[CH2:7][O:6]1. The catalyst is CO. The product is [NH2:1][CH2:7][CH:5]([OH:6])[CH2:4][C:3]([F:9])([F:8])[F:2]. The yield is 0.740. (4) The reactants are [NH2:1][C:2]1[C:10]2[C:5](=[N:6][C:7]([N:17]3[CH2:26][CH2:25][C:20]4(OCC[O:21]4)[CH2:19][CH2:18]3)=[CH:8][C:9]=2[O:11][CH2:12][C:13]([F:16])([F:15])[F:14])[S:4][C:3]=1[C:27]([NH2:29])=[O:28].C(O)(=O)C.C([O-])(O)=O.[Na+]. The catalyst is O. The product is [NH2:1][C:2]1[C:10]2[C:5](=[N:6][C:7]([N:17]3[CH2:18][CH2:19][C:20](=[O:21])[CH2:25][CH2:26]3)=[CH:8][C:9]=2[O:11][CH2:12][C:13]([F:14])([F:16])[F:15])[S:4][C:3]=1[C:27]([NH2:29])=[O:28]. The yield is 0.805. (5) The reactants are [BH4-].[Na+].[C:3]1([S:9]([N:12]2[C:20]3[C:15](=[CH:16][C:17]([C:21](=O)[CH3:22])=[CH:18][CH:19]=3)[CH2:14][CH2:13]2)(=[O:11])=[O:10])[CH:8]=[CH:7][CH:6]=[CH:5][CH:4]=1.O.[OH-].[Na+]. The catalyst is C(O)(C(F)(F)F)=O. The product is [CH2:21]([C:17]1[CH:16]=[C:15]2[C:20](=[CH:19][CH:18]=1)[N:12]([S:9]([C:3]1[CH:8]=[CH:7][CH:6]=[CH:5][CH:4]=1)(=[O:11])=[O:10])[CH2:13][CH2:14]2)[CH3:22]. The yield is 0.470.